This data is from Catalyst prediction with 721,799 reactions and 888 catalyst types from USPTO. The task is: Predict which catalyst facilitates the given reaction. (1) Reactant: [F:1][C:2]1[CH:3]=[C:4]([N:8]2[CH:12]=[CH:11][C:10]([C:13]([O:15]CC)=[O:14])=[N:9]2)[CH:5]=[CH:6][CH:7]=1.[Li+].[OH-].Cl. Product: [F:1][C:2]1[CH:3]=[C:4]([N:8]2[CH:12]=[CH:11][C:10]([C:13]([OH:15])=[O:14])=[N:9]2)[CH:5]=[CH:6][CH:7]=1. The catalyst class is: 1. (2) Reactant: [Cl:1][C:2]1[N:7]=[CH:6][C:5]2[NH:8][CH:9]=[N:10][C:4]=2[CH:3]=1.[H-].[Na+].Cl[CH2:14][C:15]1[CH:20]=[CH:19][C:18]([O:21][CH3:22])=[CH:17][CH:16]=1.O. Product: [Cl:1][C:2]1[N:7]=[CH:6][C:5]2[N:8]([CH2:14][C:15]3[CH:20]=[CH:19][C:18]([O:21][CH3:22])=[CH:17][CH:16]=3)[CH:9]=[N:10][C:4]=2[CH:3]=1. The catalyst class is: 1.